This data is from Full USPTO retrosynthesis dataset with 1.9M reactions from patents (1976-2016). The task is: Predict the reactants needed to synthesize the given product. (1) Given the product [Si:1]([O:8][CH2:9][C:10]1[CH:11]=[C:12]([CH:24]=[C:25]([CH2:27][O:28][Si:29]([C:32]([CH3:35])([CH3:34])[CH3:33])([CH3:30])[CH3:31])[CH:26]=1)[N:13]([CH2:14][CH2:15][O:16][CH2:17][CH2:18][O:19][CH2:20][CH2:21][O:22][CH3:23])[CH2:40][C:39]([CH3:43])([S:38][S:37][CH3:36])[CH3:42])([C:4]([CH3:5])([CH3:7])[CH3:6])([CH3:3])[CH3:2], predict the reactants needed to synthesize it. The reactants are: [Si:1]([O:8][CH2:9][C:10]1[CH:11]=[C:12]([CH:24]=[C:25]([CH2:27][O:28][Si:29]([C:32]([CH3:35])([CH3:34])[CH3:33])([CH3:31])[CH3:30])[CH:26]=1)[NH:13][CH2:14][CH2:15][O:16][CH2:17][CH2:18][O:19][CH2:20][CH2:21][O:22][CH3:23])([C:4]([CH3:7])([CH3:6])[CH3:5])([CH3:3])[CH3:2].[CH3:36][S:37][S:38][C:39]([CH3:43])([CH3:42])[CH:40]=O.C(O[BH-](OC(=O)C)OC(=O)C)(=O)C.[Na+].S([O-])([O-])(=O)=O.[Mg+2]. (2) Given the product [N:16]1([C:19]2[CH:20]=[CH:21][C:22]([N:25]3[CH2:26][CH2:27][NH:28][CH2:29][CH2:30]3)=[CH:23][CH:24]=2)[CH2:15][CH2:14][NH:13][CH2:18][CH2:17]1, predict the reactants needed to synthesize it. The reactants are: FC(F)(F)C(O)=O.C(O[N:13]1[CH2:18][CH2:17][N:16]([C:19]2[CH:24]=[CH:23][C:22]([N:25]3[CH2:30][CH2:29][N:28](OC(C)(C)C)[CH2:27][C:26]3=C=O)=[CH:21][CH:20]=2)[C:15](=C=O)[CH2:14]1)(C)(C)C.